This data is from Full USPTO retrosynthesis dataset with 1.9M reactions from patents (1976-2016). The task is: Predict the reactants needed to synthesize the given product. (1) The reactants are: [O:1]1[C:5]2[CH:6]=[CH:7][CH:8]=[CH:9][C:4]=2[CH:3]=[C:2]1[CH:10]=O.[Cl:12][C:13]1[CH:14]=[C:15]([CH2:20][CH2:21][NH2:22])[CH:16]=[CH:17][C:18]=1[Cl:19].[BH4-].[Na+].[OH-].[Na+]. Given the product [O:1]1[C:5]2[CH:6]=[CH:7][CH:8]=[CH:9][C:4]=2[CH:3]=[C:2]1[CH2:10][NH:22][CH2:21][CH2:20][C:15]1[CH:16]=[CH:17][C:18]([Cl:19])=[C:13]([Cl:12])[CH:14]=1, predict the reactants needed to synthesize it. (2) Given the product [CH3:25][O:26][C:27](=[O:28])[NH:29][C:40]1[N:8]([CH2:9][CH2:10][C:11]2[CH:12]=[N:13][CH:14]=[CH:15][CH:16]=2)[C:7]2[CH:6]=[CH:5][C:4]([N:17]([CH3:24])[C:18](=[O:23])[C:19]([F:22])([F:20])[F:21])=[CH:3][C:2]=2[N:1]=1, predict the reactants needed to synthesize it. The reactants are: [NH2:1][C:2]1[CH:3]=[C:4]([N:17]([CH3:24])[C:18](=[O:23])[C:19]([F:22])([F:21])[F:20])[CH:5]=[CH:6][C:7]=1[NH:8][CH2:9][CH2:10][C:11]1[CH:12]=[N:13][CH:14]=[CH:15][CH:16]=1.[CH3:25][O:26][C:27]([NH:29]NC(=N[NH:29][C:27]([O:26][CH3:25])=[O:28])SC)=[O:28].[C:40]1(C)C=CC(S(O)(=O)=O)=CC=1. (3) The reactants are: [CH3:1][C:2]([Si:5]([CH3:23])([CH3:22])[O:6][CH:7]1[CH2:21][CH2:20][C:10]2([CH2:14][NH:13][CH:12]([C:15]([O:17][CH2:18][CH3:19])=[O:16])[CH2:11]2)[CH2:9][CH2:8]1)([CH3:4])[CH3:3].C(N(CC)CC)C.[CH:31]1[CH:36]=[CH:35][C:34]([CH2:37][O:38][C:39](Cl)=[O:40])=[CH:33][CH:32]=1. Given the product [CH3:1][C:2]([Si:5]([CH3:23])([CH3:22])[O:6][CH:7]1[CH2:21][CH2:20][C:10]2([CH2:14][N:13]([C:39]([O:38][CH2:37][C:34]3[CH:35]=[CH:36][CH:31]=[CH:32][CH:33]=3)=[O:40])[CH:12]([C:15]([O:17][CH2:18][CH3:19])=[O:16])[CH2:11]2)[CH2:9][CH2:8]1)([CH3:3])[CH3:4], predict the reactants needed to synthesize it. (4) Given the product [NH2:30][CH2:29][C:28]([N:25]1[CH2:24][CH2:23][CH:22]([N:13]2[N:12]=[C:11]([C:5]3[CH:6]=[CH:7][C:8]([O:9][CH3:10])=[C:3]([O:2][CH3:1])[CH:4]=3)[CH2:20][C:15]3([CH2:19][CH2:18][CH2:17][CH2:16]3)[C:14]2=[O:21])[CH2:27][CH2:26]1)=[O:38], predict the reactants needed to synthesize it. The reactants are: [CH3:1][O:2][C:3]1[CH:4]=[C:5]([C:11]2[CH2:20][C:15]3([CH2:19][CH2:18][CH2:17][CH2:16]3)[C:14](=[O:21])[N:13]([CH:22]3[CH2:27][CH2:26][N:25]([C:28](=[O:38])[CH2:29][NH:30]C(=O)OC(C)(C)C)[CH2:24][CH2:23]3)[N:12]=2)[CH:6]=[CH:7][C:8]=1[O:9][CH3:10].FC(F)(F)C(O)=O.C(=O)(O)[O-].[Na+]. (5) Given the product [F:46][C:47]1[CH:52]=[CH:51][C:50]([CH2:53][NH:54][C:55]([C:57]2[C:58](=[O:85])[C:59]([OH:77])=[C:60]3[C:74](=[O:75])[N:64]4[C@@H:65]([CH3:73])[CH2:66][CH2:67][N:68]([CH2:69][CH:70]([CH3:71])[CH3:72])[C@@H:63]4[CH2:62][N:61]3[CH:76]=2)=[O:56])=[CH:49][CH:48]=1, predict the reactants needed to synthesize it. The reactants are: COC(C1N(CC=O)C=C(C(=O)NCC2C=CC(F)=CC=2)C(=O)C=1OCC1C=CC=CC=1)=O.Cl.Cl.N[C@@H](C)CCNCC(C)C.[F:46][C:47]1[CH:52]=[CH:51][C:50]([CH2:53][NH:54][C:55]([C:57]2[C:58](=[O:85])[C:59]([O:77]CC3C=CC=CC=3)=[C:60]3[C:74](=[O:75])[N:64]4[C@@H:65]([CH3:73])[CH2:66][CH2:67][N:68]([CH2:69][CH:70]([CH3:72])[CH3:71])[C@@H:63]4[CH2:62][N:61]3[CH:76]=2)=[O:56])=[CH:49][CH:48]=1. (6) The reactants are: Br[CH2:2][CH:3]([CH3:5])[CH3:4].[NH:6]1[C:10]([C:11]2[CH:12]=[C:13]([C:17]3[CH:18]=[CH:19][C:20]4[O:24][C:23]([C:25]5[CH:30]=[CH:29][C:28]([F:31])=[CH:27][CH:26]=5)=[C:22]([C:32]([NH:34][CH3:35])=[O:33])[C:21]=4[CH:36]=3)[CH:14]=[CH:15][CH:16]=2)=[N:9][N:8]=[N:7]1.C([O-])([O-])=O.[Na+].[Na+]. Given the product [F:31][C:28]1[CH:29]=[CH:30][C:25]([C:23]2[O:24][C:20]3[CH:19]=[CH:18][C:17]([C:13]4[CH:14]=[CH:15][CH:16]=[C:11]([C:10]5[N:9]=[N:8][N:7]([CH2:2][CH:3]([CH3:5])[CH3:4])[N:6]=5)[CH:12]=4)=[CH:36][C:21]=3[C:22]=2[C:32]([NH:34][CH3:35])=[O:33])=[CH:26][CH:27]=1, predict the reactants needed to synthesize it.